Dataset: Catalyst prediction with 721,799 reactions and 888 catalyst types from USPTO. Task: Predict which catalyst facilitates the given reaction. Reactant: [OH-].[Na+].[CH3:3][C:4]1[CH:5]=[C:6]([NH:22][C:23]([C:25]2[CH:29]=[CH:28][N:27](S(C3C=CC(C)=CC=3)(=O)=O)[CH:26]=2)=[O:24])[CH:7]=[N:8][C:9]=1[C:10]1[CH2:15][CH2:14][CH:13]([N:16]2[CH2:21][CH2:20][O:19][CH2:18][CH2:17]2)[CH2:12][CH:11]=1.Cl. Product: [CH3:3][C:4]1[CH:5]=[C:6]([NH:22][C:23]([C:25]2[CH:29]=[CH:28][NH:27][CH:26]=2)=[O:24])[CH:7]=[N:8][C:9]=1[C:10]1[CH2:15][CH2:14][CH:13]([N:16]2[CH2:21][CH2:20][O:19][CH2:18][CH2:17]2)[CH2:12][CH:11]=1. The catalyst class is: 111.